This data is from Full USPTO retrosynthesis dataset with 1.9M reactions from patents (1976-2016). The task is: Predict the reactants needed to synthesize the given product. (1) The reactants are: Cl[C:2]1[C:11]2=[N:12][N:13](CC3C=CC(OC)=CC=3)[CH:14]=[C:10]2[C:9]2[CH:8]=[C:7]([O:24][CH3:25])[CH:6]=[CH:5][C:4]=2[N:3]=1.[CH:26]1([N:29]2[CH2:34][CH2:33][N:32]([C:35]3[CH:41]=[CH:40][C:38]([NH2:39])=[CH:37][CH:36]=3)[CH2:31][CH2:30]2)[CH2:28][CH2:27]1.Cl. Given the product [CH:26]1([N:29]2[CH2:30][CH2:31][N:32]([C:35]3[CH:41]=[CH:40][C:38]([NH:39][C:2]4[C:11]5=[N:12][NH:13][CH:14]=[C:10]5[C:9]5[CH:8]=[C:7]([O:24][CH3:25])[CH:6]=[CH:5][C:4]=5[N:3]=4)=[CH:37][CH:36]=3)[CH2:33][CH2:34]2)[CH2:28][CH2:27]1, predict the reactants needed to synthesize it. (2) Given the product [CH2:1]([O:3][C:4]([N:6]1[CH2:12][CH2:11][C:10]2[CH:13]=[C:14]([NH2:17])[CH:15]=[CH:16][C:9]=2[CH2:8][CH2:7]1)=[O:5])[CH3:2], predict the reactants needed to synthesize it. The reactants are: [CH2:1]([O:3][C:4]([N:6]1[CH2:12][CH2:11][C:10]2[CH:13]=[C:14]([N+:17]([O-])=O)[CH:15]=[CH:16][C:9]=2[CH2:8][CH2:7]1)=[O:5])[CH3:2]. (3) Given the product [Cl:1][C:2]1[N:7]=[C:6]2[S:8][C:9](=[O:11])[NH:10][C:5]2=[CH:4][CH:3]=1, predict the reactants needed to synthesize it. The reactants are: [Cl:1][C:2]1[N:7]=[C:6]2[S:8][C:9]([O:11]C)=[N:10][C:5]2=[CH:4][CH:3]=1.O1CCOCC1.Cl. (4) Given the product [Cl:1][C:2]1[CH:3]=[C:4]2[C:8](=[CH:9][C:10]=1[Cl:11])[NH:7][C:6]([C:12]1[CH:30]=[CH:29][C:15]([C:16]([NH:18][CH:19]3[CH2:20][C:21]([CH3:27])([CH3:28])[NH:22][C:23]([CH3:25])([CH3:26])[CH2:24]3)=[O:17])=[CH:14][C:13]=1[O:31][CH2:40][CH2:39][CH3:41])=[CH:5]2, predict the reactants needed to synthesize it. The reactants are: [Cl:1][C:2]1[CH:3]=[C:4]2[C:8](=[CH:9][C:10]=1[Cl:11])[NH:7][C:6]([C:12]1[CH:30]=[CH:29][C:15]([C:16]([NH:18][CH:19]3[CH2:24][C:23]([CH3:26])([CH3:25])[NH:22][C:21]([CH3:28])([CH3:27])[CH2:20]3)=[O:17])=[CH:14][C:13]=1[OH:31])=[CH:5]2.C([O-])([O-])=O.[K+].[K+].Br[CH:39]([CH3:41])[CH3:40]. (5) Given the product [CH3:58][C:57]1[CH:56]=[CH:55][C:54]([B:59]([OH:61])[OH:60])=[CH:53][C:52]=1[NH:51][C:13](=[O:15])[C:12]1[CH:11]=[CH:10][C:9]([O:8][CH2:7][C:2]2[CH:3]=[CH:4][CH:5]=[CH:6][N:1]=2)=[CH:17][CH:16]=1, predict the reactants needed to synthesize it. The reactants are: [N:1]1[CH:6]=[CH:5][CH:4]=[CH:3][C:2]=1[CH2:7][O:8][C:9]1[CH:17]=[CH:16][C:12]([C:13]([OH:15])=O)=[CH:11][CH:10]=1.CN(C(ON1N=NC2C=CC=NC1=2)=[N+](C)C)C.F[P-](F)(F)(F)(F)F.CCN(C(C)C)C(C)C.[NH2:51][C:52]1[CH:53]=[C:54]([B:59]([OH:61])[OH:60])[CH:55]=[CH:56][C:57]=1[CH3:58].[Na+].[Cl-]. (6) The reactants are: Cl[C:2]1[CH:11]=[CH:10][N:9]=[C:8]2[C:3]=1[CH:4]=[CH:5][C:6]([CH2:12][CH2:13][CH3:14])=[N:7]2.[NH2:15][C:16]1[CH:21]=[C:20]([CH3:22])[CH:19]=[CH:18][C:17]=1[S:23][C:24]1[CH:25]=[C:26]([NH:30][C:31](=[O:33])[CH3:32])[CH:27]=[CH:28][CH:29]=1. Given the product [CH3:22][C:20]1[CH:19]=[CH:18][C:17]([S:23][C:24]2[CH:25]=[C:26]([NH:30][C:31](=[O:33])[CH3:32])[CH:27]=[CH:28][CH:29]=2)=[C:16]([NH:15][C:2]2[C:3]3[C:8](=[N:7][C:6]([CH2:12][CH2:13][CH3:14])=[CH:5][CH:4]=3)[N:9]=[CH:10][CH:11]=2)[CH:21]=1, predict the reactants needed to synthesize it. (7) Given the product [CH3:10][O:9][C:7]1[CH:6]=[C:5]([NH:11][C:12]2[N:17]=[C:16]([N:18]3[C:22]([CH3:23])=[CH:21][C:20]([C:24]([F:27])([F:26])[F:25])=[N:19]3)[C:15]([C:28]3[CH:29]=[C:30]([C:36]([NH:45][S:42]([CH2:41][C:40]([F:47])([F:46])[F:39])(=[O:44])=[O:43])=[O:37])[C:31]([O:34][CH3:35])=[N:32][CH:33]=3)=[CH:14][N:13]=2)[CH:4]=[C:3]([O:2][CH3:1])[CH:8]=1, predict the reactants needed to synthesize it. The reactants are: [CH3:1][O:2][C:3]1[CH:4]=[C:5]([NH:11][C:12]2[N:17]=[C:16]([N:18]3[C:22]([CH3:23])=[CH:21][C:20]([C:24]([F:27])([F:26])[F:25])=[N:19]3)[C:15]([C:28]3[CH:29]=[C:30]([C:36](O)=[O:37])[C:31]([O:34][CH3:35])=[N:32][CH:33]=3)=[CH:14][N:13]=2)[CH:6]=[C:7]([O:9][CH3:10])[CH:8]=1.[F:39][C:40]([F:47])([F:46])[CH2:41][S:42]([NH2:45])(=[O:44])=[O:43].C(N(CC)CC)C.[I-].ClC1C=CC=C[N+]=1C.